From a dataset of Reaction yield outcomes from USPTO patents with 853,638 reactions. Predict the reaction yield, written as a fraction of the theoretical maximum amount of product (1.0 means a 100% yield; for example, 0.34 means a 34% yield). (1) The reactants are [N+:1]([CH2:4][CH2:5][C:6]1[NH:7][CH:8]=[CH:9][CH:10]=1)([O-:3])=[O:2].[O:11]=[C:12]([CH:14]=[C:15]([CH3:17])[CH3:16])[CH3:13].[CH2:18]1[CH2:28][CH2:27]N2[C:21](=NCCC2)[CH2:20][CH2:19]1.[CH3:29]C#N. The catalyst is C(OCC)(=O)C. The product is [CH3:29][C:21]1[CH:20]=[CH:19][C:18]([C:10]2[CH:9]=[CH:8][NH:7][C:6]=2[CH2:5][CH:4]([N+:1]([O-:3])=[O:2])[C:15]([CH3:17])([CH3:16])[CH2:14][C:12](=[O:11])[CH3:13])=[CH:28][CH:27]=1. The yield is 0.740. (2) The reactants are [CH2:1]([O:8][C:9]1[CH:14]=[CH:13][C:12](Br)=[CH:11][C:10]=1[CH2:16][C:17]([OH:19])=[O:18])[C:2]1[CH:7]=[CH:6][CH:5]=[CH:4][CH:3]=1.[F:20][C:21]([F:33])([F:32])[O:22][C:23]1[CH:28]=[CH:27][C:26](B(O)O)=[CH:25][CH:24]=1.C(=O)([O-])[O-].[K+].[K+].O1CCOCC1. The catalyst is C1C=CC(P(C2C=CC=CC=2)[C-]2C=CC=C2)=CC=1.C1C=CC(P(C2C=CC=CC=2)[C-]2C=CC=C2)=CC=1.Cl[Pd]Cl.[Fe+2].O. The product is [CH2:1]([O:8][C:9]1[CH:14]=[CH:13][C:12]([C:26]2[CH:25]=[CH:24][C:23]([O:22][C:21]([F:20])([F:32])[F:33])=[CH:28][CH:27]=2)=[CH:11][C:10]=1[CH2:16][C:17]([OH:19])=[O:18])[C:2]1[CH:7]=[CH:6][CH:5]=[CH:4][CH:3]=1. The yield is 0.489. (3) The reactants are [NH2:1][C:2]1[CH:3]=[C:4]([C:8]2[CH:13]=[CH:12][CH:11]=[CH:10][CH:9]=2)[CH:5]=[CH:6][CH:7]=1.N1C=CC=CC=1.Cl[C:21]([O:24]C(=O)OC(Cl)(Cl)Cl)(Cl)Cl.[CH3:32][C@@H:33]1[NH:38][CH2:37][CH2:36][N:35]([CH2:39][CH2:40][CH2:41][N:42]2[CH2:47][CH2:46][CH2:45][CH2:44][CH2:43]2)[C:34]1=[O:48]. The catalyst is C(#N)C. The product is [C:4]1([C:8]2[CH:9]=[CH:10][CH:11]=[CH:12][CH:13]=2)[CH:5]=[CH:6][CH:7]=[C:2]([NH:1][C:21]([N:38]2[CH2:37][CH2:36][N:35]([CH2:39][CH2:40][CH2:41][N:42]3[CH2:43][CH2:44][CH2:45][CH2:46][CH2:47]3)[C:34](=[O:48])[C@@H:33]2[CH3:32])=[O:24])[CH:3]=1. The yield is 0.660. (4) The reactants are [Br:1][C:2]1[CH:7]=[CH:6][C:5]([NH:8][C:9]2[N:17]=[C:16]([Cl:18])[CH:15]=[CH:14][C:10]=2[C:11]([OH:13])=[O:12])=[C:4]([F:19])[CH:3]=1.[CH3:20][Si](C=[N+]=[N-])(C)C. The catalyst is CO.C1C=CC=CC=1. The product is [CH3:20][O:12][C:11](=[O:13])[C:10]1[CH:14]=[CH:15][C:16]([Cl:18])=[N:17][C:9]=1[NH:8][C:5]1[CH:6]=[CH:7][C:2]([Br:1])=[CH:3][C:4]=1[F:19]. The yield is 0.930. (5) The reactants are [CH2:1]([O:3][C:4]([C:6]1[NH:14][C:9]2=[N:10][CH:11]=[CH:12][CH:13]=[C:8]2[CH:7]=1)=[O:5])[CH3:2].[C:15](O[C:15]([O:17][C:18]([CH3:21])([CH3:20])[CH3:19])=[O:16])([O:17][C:18]([CH3:21])([CH3:20])[CH3:19])=[O:16]. The catalyst is C(#N)C.CN(C)C1C=CN=CC=1. The product is [CH3:2][CH2:1][O:3][C:4]([C:6]1[N:14]([C:15]([O:17][C:18]([CH3:21])([CH3:20])[CH3:19])=[O:16])[C:9]2=[N:10][CH:11]=[CH:12][CH:13]=[C:8]2[CH:7]=1)=[O:5]. The yield is 0.966. (6) The reactants are [Cl:1][C:2]1[CH:7]=[CH:6][CH:5]=[C:4]([Cl:8])[C:3]=1[CH2:9][O:10][C:11]1[CH:16]=[CH:15][C:14]2[C:17]3([CH2:33][O:34][C:13]=2[CH:12]=1)[CH2:22][CH2:21][N:20]([CH2:23][CH:24]([CH3:32])[C:25]([O:27]C(C)(C)C)=[O:26])[CH2:19][CH2:18]3.O1CCO[CH2:37][CH2:36]1. The catalyst is Cl. The product is [ClH:1].[Cl:1][C:2]1[C:7]([CH2:36][CH3:37])=[CH:6][CH:5]=[C:4]([Cl:8])[C:3]=1[CH2:9][O:10][C:11]1[CH:16]=[CH:15][C:14]2[C:17]3([CH2:33][O:34][C:13]=2[CH:12]=1)[CH2:22][CH2:21][N:20]([CH2:23][CH:24]([CH3:32])[C:25]([OH:27])=[O:26])[CH2:19][CH2:18]3. The yield is 0.660. (7) The yield is 0.314. The product is [CH3:5][C:4]([O:3][Si:2]([CH3:10])([CH3:9])[CH3:1])([CH3:8])[C:6]#[C:7][C:19]([C:21]1[N:22]=[CH:23][S:24][CH:25]=1)=[O:20]. The catalyst is C1COCC1. The reactants are [CH3:1][Si:2]([CH3:10])([CH3:9])[O:3][C:4]([CH3:8])([C:6]#[CH:7])[CH3:5].[Li]CCCC.CON(C)[C:19]([C:21]1[N:22]=[CH:23][S:24][CH:25]=1)=[O:20]. (8) The reactants are [Cl:1][C:2]1[N:7]=[C:6]([S:8][C:9]2[CH:10]=[C:11]([NH2:15])[CH:12]=[CH:13][CH:14]=2)[CH:5]=[CH:4][N:3]=1.[C:16](O)(=[O:19])[CH:17]=[CH2:18]. No catalyst specified. The product is [Cl:1][C:2]1[N:7]=[C:6]([S:8][C:9]2[CH:10]=[C:11]([NH:15][C:16](=[O:19])[CH:17]=[CH2:18])[CH:12]=[CH:13][CH:14]=2)[CH:5]=[CH:4][N:3]=1. The yield is 0.680.